The task is: Predict the product of the given reaction.. This data is from Forward reaction prediction with 1.9M reactions from USPTO patents (1976-2016). Given the reactants [Cl:1][C:2]1[CH:7]=[CH:6][C:5]([O:8][C:9]2[CH:14]=[CH:13][C:12]([CH2:15][CH2:16][O:17][C:18]3[NH:19][CH:20]=[C:21]([CH2:25][C:26]4[CH:27]=[N:28][CH:29]=[N:30][CH:31]=4)[C:22](=[O:24])[N:23]=3)=[CH:11][C:10]=2[F:32])=[CH:4][C:3]=1[C:33]([F:36])([F:35])[F:34].[CH3:37]CN(C(C)C)C(C)C.CI, predict the reaction product. The product is: [Cl:1][C:2]1[CH:7]=[CH:6][C:5]([O:8][C:9]2[CH:14]=[CH:13][C:12]([CH2:15][CH2:16][O:17][C:18]3[N:19]([CH3:37])[CH:20]=[C:21]([CH2:25][C:26]4[CH:31]=[N:30][CH:29]=[N:28][CH:27]=4)[C:22](=[O:24])[N:23]=3)=[CH:11][C:10]=2[F:32])=[CH:4][C:3]=1[C:33]([F:35])([F:36])[F:34].